From a dataset of Reaction yield outcomes from USPTO patents with 853,638 reactions. Predict the reaction yield, written as a fraction of the theoretical maximum amount of product (1.0 means a 100% yield; for example, 0.34 means a 34% yield). (1) The reactants are [F:1][C:2]1[CH:3]=[C:4]2[C:9](=[CH:10][CH:11]=1)[CH:8]=[N:7][C:6]([NH:12][C:13](=[O:35])[O:14][CH2:15][C@@H:16]([N:21]([CH3:34])[C:22]([NH:24][CH2:25][C:26]1[CH:31]=[CH:30][CH:29]=[C:28]([F:32])[C:27]=1[Cl:33])=[O:23])[CH2:17][CH2:18][CH2:19][NH2:20])=[CH:5]2.[C:36]([O:40][C:41]([NH:43][CH2:44][C:45](O)=[O:46])=[O:42])([CH3:39])([CH3:38])[CH3:37].CN(C(ON1N=NC2C=CC=CC1=2)=[N+](C)C)C.F[P-](F)(F)(F)(F)F.CCN(C(C)C)C(C)C. The catalyst is CN(C=O)C. The product is [C:36]([O:40][C:41]([NH:43][CH2:44][C:45]([NH:20][CH2:19][CH2:18][CH2:17][C@H:16]([N:21]([CH3:34])[C:22]([NH:24][CH2:25][C:26]1[CH:31]=[CH:30][CH:29]=[C:28]([F:32])[C:27]=1[Cl:33])=[O:23])[CH2:15][O:14][C:13](=[O:35])[NH:12][C:6]1[N:7]=[CH:8][C:9]2[C:4]([CH:5]=1)=[CH:3][C:2]([F:1])=[CH:11][CH:10]=2)=[O:46])=[O:42])([CH3:39])([CH3:38])[CH3:37]. The yield is 0.830. (2) The reactants are [CH2:1]([O:3][C:4]([C@@:6]1([NH:11][C:12]([C@@H:14]2[CH2:18][CH2:17][CH2:16][N:15]2[C:19]([O:21]C(C)(C)C)=O)=[O:13])[CH2:8][C@H:7]1[CH:9]=[CH2:10])=[O:5])[CH3:2].O1CCOC[CH2:27]1.C(OC(N[C@@H:40]([CH2:44][CH2:45][CH2:46][CH2:47][CH2:48][CH:49]=[CH2:50])[C:41]([OH:43])=[O:42])=O)(C)(C)C.CN(C(ON1N=NC2[CH:62]=[CH:63][CH:64]=NC1=2)=[N+](C)C)C.F[P-](F)(F)(F)(F)F.CCN(C(C)C)C(C)C. The yield is 0.900. The catalyst is Cl.C(#N)C. The product is [C:63]([O:43][C:41]([C@@H:40]([CH2:44][CH2:45][CH2:46][CH2:47][CH2:48][CH:49]=[CH2:50])[C:19]([N:15]1[C@H:14]([C:12]([NH:11][C@:6]2([C:4]([O:3][CH2:1][CH3:2])=[O:5])[CH2:8][C@H:7]2[CH:9]=[CH2:10])=[O:13])[CH2:18][CH2:17][CH2:16]1)=[O:21])=[O:42])([CH3:62])([CH3:64])[CH3:27]. (3) The reactants are [CH2:1]1[C:5]2([CH2:10][CH2:9][NH:8][CH2:7][CH2:6]2)[CH2:4][CH2:3][N:2]1[C:11]([O:13][C:14]([CH3:17])([CH3:16])[CH3:15])=[O:12].Br[C:19]1[CH:24]=[CH:23][CH:22]=[CH:21][N:20]=1.C1C=CC(P(C2C(C3C(P(C4C=CC=CC=4)C4C=CC=CC=4)=CC=C4C=3C=CC=C4)=C3C(C=CC=C3)=CC=2)C2C=CC=CC=2)=CC=1. The catalyst is C1(C)C=CC=CC=1.CC([O-])=O.CC([O-])=O.[Pd+2]. The product is [N:20]1[CH:21]=[CH:22][CH:23]=[CH:24][C:19]=1[N:8]1[CH2:7][CH2:6][C:5]2([CH2:1][N:2]([C:11]([O:13][C:14]([CH3:17])([CH3:16])[CH3:15])=[O:12])[CH2:3][CH2:4]2)[CH2:10][CH2:9]1. The yield is 0.690. (4) The reactants are [Br:1][C:2]1[CH:3]=[C:4]([N:9]2[C:13](=[O:14])[O:12][N:11]=[C:10]2[C:15]2[C:16]([NH:20][CH2:21][CH2:22][N:23](CC3C=CC(OC)=CC=3)[S:24]([N:27](CC3C=CC(OC)=CC=3)C(=O)OC(C)(C)C)(=[O:26])=[O:25])=[N:17][O:18][N:19]=2)[CH:5]=[CH:6][C:7]=1[F:8].FC(F)(F)C(O)=O. No catalyst specified. The product is [Br:1][C:2]1[CH:3]=[C:4]([N:9]2[C:13](=[O:14])[O:12][N:11]=[C:10]2[C:15]2[C:16]([NH:20][CH2:21][CH2:22][NH:23][S:24]([NH2:27])(=[O:25])=[O:26])=[N:17][O:18][N:19]=2)[CH:5]=[CH:6][C:7]=1[F:8]. The yield is 0.870. (5) The reactants are [CH3:1][O:2][C:3](=[NH:8])[CH2:4][CH2:5][C:6]#[CH:7].N[C:10]1[CH:15]=[C:14]([Cl:16])[CH:13]=[CH:12]C=1O. The catalyst is ClC(Cl)C. The product is [CH2:4]([C:3]1[O:2][C:1]2[CH:10]=[CH:15][C:14]([Cl:16])=[CH:13][C:12]=2[N:8]=1)[CH2:5][C:6]#[CH:7]. The yield is 0.0700.